Dataset: Forward reaction prediction with 1.9M reactions from USPTO patents (1976-2016). Task: Predict the product of the given reaction. (1) The product is: [CH3:23][C:20]1([CH3:24])[C:15]2[C:14]3[N:13]([C:12](=[O:25])[C:11](=[O:26])[N:10]([CH2:9][C@H:8]([OH:27])[C@H:7]([OH:28])[C@H:5]([OH:6])[CH2:4][OH:3])[C:19]=3[CH:18]=[CH:17][CH:16]=2)[CH2:22][CH2:21]1. Given the reactants CC1(C)[O:6][C@@H:5]([C@@H:7]([OH:28])[C@@H:8]([OH:27])[CH2:9][N:10]2[C:19]3[CH:18]=[CH:17][CH:16]=[C:15]4[C:20]([CH3:24])([CH3:23])[CH2:21][CH2:22][N:13]([C:14]=34)[C:12](=[O:25])[C:11]2=[O:26])[CH2:4][O:3]1, predict the reaction product. (2) Given the reactants [OH:1][CH:2]1[CH2:7][CH2:6][CH2:5][CH2:4][CH:3]1[NH:8][C:9](=[O:18])[O:10][CH2:11][C:12]1[CH:17]=[CH:16][CH:15]=[CH:14][CH:13]=1.CC(C)=O.OS(O)(=O)=O.O=[Cr](=O)=O, predict the reaction product. The product is: [O:1]=[C:2]1[CH2:7][CH2:6][CH2:5][CH2:4][CH:3]1[NH:8][C:9](=[O:18])[O:10][CH2:11][C:12]1[CH:13]=[CH:14][CH:15]=[CH:16][CH:17]=1. (3) Given the reactants O=[C:2]1[CH2:7][CH2:6][CH:5]([NH:8][C:9]([C:11]2[CH:12]=[C:13]3[C:17](=[CH:18][CH:19]=2)[NH:16][N:15]=[CH:14]3)=[O:10])[CH2:4][CH2:3]1.CN.[B-][C:23]#[N:24].[Na+].[OH-].[Na+], predict the reaction product. The product is: [CH3:23][NH:24][CH:2]1[CH2:7][CH2:6][CH:5]([NH:8][C:9]([C:11]2[CH:12]=[C:13]3[C:17](=[CH:18][CH:19]=2)[NH:16][N:15]=[CH:14]3)=[O:10])[CH2:4][CH2:3]1. (4) The product is: [CH2:1]([O:3][C:4]1[CH:23]=[CH:22][CH:21]=[CH:20][C:5]=1[O:6][C@@H:7]1[CH2:12][CH2:11][CH2:10][NH:9][CH2:8]1)[CH3:2]. Given the reactants [CH2:1]([O:3][C:4]1[CH:23]=[CH:22][CH:21]=[CH:20][C:5]=1[O:6][C@@H:7]1[CH2:12][CH2:11][CH2:10][N:9](C(OC(C)(C)C)=O)[CH2:8]1)[CH3:2].FC(F)(F)C(O)=O, predict the reaction product. (5) Given the reactants [CH2:1]([O:5][C:6]1[CH:14]=[CH:13][C:9]([C:10]([OH:12])=[O:11])=[C:8]([CH3:15])[CH:7]=1)[CH2:2][CH2:3][CH3:4].[Li+].CC([N-]C(C)C)C.C(NC(C)C)(C)C.C([Li])CCC.[CH2:36]=[O:37], predict the reaction product. The product is: [CH2:1]([O:5][C:6]1[CH:14]=[CH:13][C:9]([C:10]([OH:12])=[O:11])=[C:8]([CH2:15][CH2:36][OH:37])[CH:7]=1)[CH2:2][CH2:3][CH3:4].